This data is from NCI-60 drug combinations with 297,098 pairs across 59 cell lines. The task is: Regression. Given two drug SMILES strings and cell line genomic features, predict the synergy score measuring deviation from expected non-interaction effect. (1) Drug 1: C1CCC(C1)C(CC#N)N2C=C(C=N2)C3=C4C=CNC4=NC=N3. Drug 2: CC1C(C(=O)NC(C(=O)N2CCCC2C(=O)N(CC(=O)N(C(C(=O)O1)C(C)C)C)C)C(C)C)NC(=O)C3=C4C(=C(C=C3)C)OC5=C(C(=O)C(=C(C5=N4)C(=O)NC6C(OC(=O)C(N(C(=O)CN(C(=O)C7CCCN7C(=O)C(NC6=O)C(C)C)C)C)C(C)C)C)N)C. Cell line: SK-MEL-2. Synergy scores: CSS=7.04, Synergy_ZIP=12.8, Synergy_Bliss=19.3, Synergy_Loewe=7.64, Synergy_HSA=12.9. (2) Drug 1: CCCS(=O)(=O)NC1=C(C(=C(C=C1)F)C(=O)C2=CNC3=C2C=C(C=N3)C4=CC=C(C=C4)Cl)F. Drug 2: COC1=NC(=NC2=C1N=CN2C3C(C(C(O3)CO)O)O)N. Cell line: NCI/ADR-RES. Synergy scores: CSS=-0.342, Synergy_ZIP=2.27, Synergy_Bliss=4.57, Synergy_Loewe=1.99, Synergy_HSA=0.931. (3) Synergy scores: CSS=39.5, Synergy_ZIP=4.10, Synergy_Bliss=3.63, Synergy_Loewe=0.615, Synergy_HSA=1.98. Drug 2: N.N.Cl[Pt+2]Cl. Drug 1: C1=C(C(=O)NC(=O)N1)F. Cell line: M14. (4) Drug 1: C1=NC2=C(N=C(N=C2N1C3C(C(C(O3)CO)O)F)Cl)N. Drug 2: C1=NNC2=C1C(=O)NC=N2. Cell line: HCT-15. Synergy scores: CSS=-1.01, Synergy_ZIP=4.13, Synergy_Bliss=8.31, Synergy_Loewe=1.33, Synergy_HSA=1.58. (5) Drug 2: CN(CCCl)CCCl.Cl. Synergy scores: CSS=21.9, Synergy_ZIP=-5.52, Synergy_Bliss=5.43, Synergy_Loewe=1.04, Synergy_HSA=1.23. Cell line: SK-MEL-2. Drug 1: CC(CN1CC(=O)NC(=O)C1)N2CC(=O)NC(=O)C2. (6) Drug 1: CC1=C(N=C(N=C1N)C(CC(=O)N)NCC(C(=O)N)N)C(=O)NC(C(C2=CN=CN2)OC3C(C(C(C(O3)CO)O)O)OC4C(C(C(C(O4)CO)O)OC(=O)N)O)C(=O)NC(C)C(C(C)C(=O)NC(C(C)O)C(=O)NCCC5=NC(=CS5)C6=NC(=CS6)C(=O)NCCC[S+](C)C)O. Drug 2: CC(C)(C#N)C1=CC(=CC(=C1)CN2C=NC=N2)C(C)(C)C#N. Cell line: TK-10. Synergy scores: CSS=22.7, Synergy_ZIP=-7.35, Synergy_Bliss=-1.81, Synergy_Loewe=-1.16, Synergy_HSA=0.0142. (7) Drug 1: CC1=C(C=C(C=C1)NC(=O)C2=CC=C(C=C2)CN3CCN(CC3)C)NC4=NC=CC(=N4)C5=CN=CC=C5. Drug 2: CC1C(C(CC(O1)OC2CC(CC3=C2C(=C4C(=C3O)C(=O)C5=CC=CC=C5C4=O)O)(C(=O)C)O)N)O. Cell line: 786-0. Synergy scores: CSS=31.4, Synergy_ZIP=-0.703, Synergy_Bliss=-3.53, Synergy_Loewe=-4.04, Synergy_HSA=-2.54. (8) Drug 1: CC(CN1CC(=O)NC(=O)C1)N2CC(=O)NC(=O)C2. Drug 2: C1=C(C(=O)NC(=O)N1)F. Cell line: KM12. Synergy scores: CSS=34.3, Synergy_ZIP=-14.2, Synergy_Bliss=-21.8, Synergy_Loewe=-13.7, Synergy_HSA=-12.9. (9) Drug 1: CC12CCC(CC1=CCC3C2CCC4(C3CC=C4C5=CN=CC=C5)C)O. Drug 2: CC1=C(N=C(N=C1N)C(CC(=O)N)NCC(C(=O)N)N)C(=O)NC(C(C2=CN=CN2)OC3C(C(C(C(O3)CO)O)O)OC4C(C(C(C(O4)CO)O)OC(=O)N)O)C(=O)NC(C)C(C(C)C(=O)NC(C(C)O)C(=O)NCCC5=NC(=CS5)C6=NC(=CS6)C(=O)NCCC[S+](C)C)O. Cell line: OVCAR-4. Synergy scores: CSS=9.52, Synergy_ZIP=-6.30, Synergy_Bliss=-5.51, Synergy_Loewe=-3.84, Synergy_HSA=-2.67.